From a dataset of Forward reaction prediction with 1.9M reactions from USPTO patents (1976-2016). Predict the product of the given reaction. (1) Given the reactants [CH2:1]([C:3]1[CH:8]=[CH:7][C:6]([C@H:9]2[CH2:14][C@@H:13]([C:15]([F:18])([F:17])[F:16])[N:12]3[N:19]=[CH:20][C:21]([C:22]([OH:24])=O)=[C:11]3[NH:10]2)=[CH:5][CH:4]=1)[CH3:2].CN(C(ON1N=NC2C=CC=NC1=2)=[N+](C)C)C.F[P-](F)(F)(F)(F)F.C(N(CC)C(C)C)(C)C.[CH3:58][C:59]1[N:64]=[CH:63][C:62]([CH2:65][NH2:66])=[CH:61][CH:60]=1, predict the reaction product. The product is: [CH2:1]([C:3]1[CH:8]=[CH:7][C:6]([C@H:9]2[CH2:14][C@@H:13]([C:15]([F:16])([F:17])[F:18])[N:12]3[N:19]=[CH:20][C:21]([C:22]([NH:66][CH2:65][C:62]4[CH:63]=[N:64][C:59]([CH3:58])=[CH:60][CH:61]=4)=[O:24])=[C:11]3[NH:10]2)=[CH:5][CH:4]=1)[CH3:2]. (2) Given the reactants [Br:1][C:2]1[CH:3]=[C:4]([CH:7]=[C:8]([Br:10])[CH:9]=1)[C:5]#[N:6].[N-:11]=[N+:12]=[N-:13].[Na+], predict the reaction product. The product is: [Br:1][C:2]1[CH:3]=[C:4]([C:5]2[NH:13][N:12]=[N:11][N:6]=2)[CH:7]=[C:8]([Br:10])[CH:9]=1. (3) Given the reactants [CH2:1]([O:8][N:9]1[C:18]2[C:13](=[CH:14][CH:15]=[C:16]([C:19]([OH:21])=O)[CH:17]=2)[NH:12][C:11](=[O:22])[C:10]1=[O:23])[C:2]1[CH:7]=[CH:6][CH:5]=[CH:4][CH:3]=1.ON1C2C=CC=CC=2N=N1.Cl.CN(C)CCCN=C=NCC.Cl.[CH2:47]([O:54][NH2:55])[C:48]1[CH:53]=[CH:52][CH:51]=[CH:50][CH:49]=1.C(N(CC)CC)C, predict the reaction product. The product is: [CH2:1]([O:8][N:9]1[C:18]2[C:13](=[CH:14][CH:15]=[C:16]([C:19](=[O:21])[NH:55][O:54][CH2:47][C:48]3[CH:53]=[CH:52][CH:51]=[CH:50][CH:49]=3)[CH:17]=2)[NH:12][C:11](=[O:22])[C:10]1=[O:23])[C:2]1[CH:7]=[CH:6][CH:5]=[CH:4][CH:3]=1. (4) Given the reactants [CH:1]1([C:4]2[N:5]=[C:6]3[CH:11]=[CH:10][C:9]([I:12])=[CH:8][N:7]3[CH:13]=2)[CH2:3][CH2:2]1.[C:14]([O-])(=[O:16])C.[Na+].C=O, predict the reaction product. The product is: [CH:1]1([C:4]2[N:5]=[C:6]3[CH:11]=[CH:10][C:9]([I:12])=[CH:8][N:7]3[C:13]=2[CH2:14][OH:16])[CH2:3][CH2:2]1.